Dataset: Merck oncology drug combination screen with 23,052 pairs across 39 cell lines. Task: Regression. Given two drug SMILES strings and cell line genomic features, predict the synergy score measuring deviation from expected non-interaction effect. (1) Drug 1: COc1cccc2c1C(=O)c1c(O)c3c(c(O)c1C2=O)CC(O)(C(=O)CO)CC3OC1CC(N)C(O)C(C)O1. Drug 2: O=C(CCCCCCC(=O)Nc1ccccc1)NO. Cell line: OCUBM. Synergy scores: synergy=2.83. (2) Drug 1: CN1C(=O)C=CC2(C)C3CCC4(C)C(NC(=O)OCC(F)(F)F)CCC4C3CCC12. Drug 2: Cn1nnc2c(C(N)=O)ncn2c1=O. Cell line: COLO320DM. Synergy scores: synergy=3.27. (3) Drug 2: CC(C)CC(NC(=O)C(Cc1ccccc1)NC(=O)c1cnccn1)B(O)O. Synergy scores: synergy=29.5. Drug 1: C#Cc1cccc(Nc2ncnc3cc(OCCOC)c(OCCOC)cc23)c1. Cell line: SW837. (4) Drug 1: CCC1(O)CC2CN(CCc3c([nH]c4ccccc34)C(C(=O)OC)(c3cc4c(cc3OC)N(C)C3C(O)(C(=O)OC)C(OC(C)=O)C5(CC)C=CCN6CCC43C65)C2)C1. Drug 2: Cn1c(=O)n(-c2ccc(C(C)(C)C#N)cc2)c2c3cc(-c4cnc5ccccc5c4)ccc3ncc21. Cell line: SW620. Synergy scores: synergy=48.6. (5) Drug 1: O=S1(=O)NC2(CN1CC(F)(F)F)C1CCC2Cc2cc(C=CCN3CCC(C(F)(F)F)CC3)ccc2C1. Drug 2: N.N.O=C(O)C1(C(=O)O)CCC1.[Pt]. Cell line: HCT116. Synergy scores: synergy=7.18. (6) Drug 1: CCC1=CC2CN(C1)Cc1c([nH]c3ccccc13)C(C(=O)OC)(c1cc3c(cc1OC)N(C)C1C(O)(C(=O)OC)C(OC(C)=O)C4(CC)C=CCN5CCC31C54)C2. Drug 2: Cn1nnc2c(C(N)=O)ncn2c1=O. Cell line: NCIH2122. Synergy scores: synergy=-29.8. (7) Drug 1: COC1CC2CCC(C)C(O)(O2)C(=O)C(=O)N2CCCCC2C(=O)OC(C(C)CC2CCC(OP(C)(C)=O)C(OC)C2)CC(=O)C(C)C=C(C)C(O)C(OC)C(=O)C(C)CC(C)C=CC=CC=C1C. Drug 2: NC1CCCCC1N.O=C(O)C(=O)O.[Pt+2]. Cell line: COLO320DM. Synergy scores: synergy=9.05.